This data is from Forward reaction prediction with 1.9M reactions from USPTO patents (1976-2016). The task is: Predict the product of the given reaction. (1) Given the reactants [Br:1][C:2]1[CH:10]=[C:9]2[C:5]([C:6]([NH2:11])=[N:7][NH:8]2)=[CH:4][CH:3]=1.[CH:12]1([C:15](Cl)=[O:16])[CH2:14][CH2:13]1, predict the reaction product. The product is: [Br:1][C:2]1[CH:10]=[C:9]2[C:5]([C:6]([NH:11][C:15]([CH:12]3[CH2:14][CH2:13]3)=[O:16])=[N:7][NH:8]2)=[CH:4][CH:3]=1. (2) Given the reactants Cl[C:2]1[N:7]=[C:6](/[CH:8]=[CH:9]/[C:10]([O:12][CH3:13])=[O:11])[CH:5]=[N:4][CH:3]=1.[O:14]([CH2:21][CH2:22][NH2:23])[C:15]1[CH:20]=[CH:19][CH:18]=[CH:17][CH:16]=1.C(=O)([O-])[O-].[Cs+].[Cs+].CCOC(C)=O, predict the reaction product. The product is: [O:14]([CH2:21][CH2:22][NH:23][C:2]1[N:7]=[C:6](/[CH:8]=[CH:9]/[C:10]([O:12][CH3:13])=[O:11])[CH:5]=[N:4][CH:3]=1)[C:15]1[CH:20]=[CH:19][CH:18]=[CH:17][CH:16]=1.